Predict the product of the given reaction. From a dataset of Forward reaction prediction with 1.9M reactions from USPTO patents (1976-2016). (1) The product is: [NH2:11][C:14]1[CH:26]=[CH:25][C:17]2[N:18]3[CH2:24][CH2:23][CH2:22][C@@H:19]3[CH2:20][O:21][C:16]=2[CH:15]=1. Given the reactants O1C2C=CC=CC=2N=CC1.[N+:11]([C:14]1[CH:26]=[CH:25][C:17]2[N:18]3[CH2:24][CH2:23][CH2:22][C@@H:19]3[CH2:20][O:21][C:16]=2[CH:15]=1)([O-])=O, predict the reaction product. (2) The product is: [CH:7]1([NH:10][C:11]([C:13]2[CH:14]=[CH:15][C:16]([CH3:32])=[C:17]([NH:19][C:20](=[O:31])[C:21]3[CH:26]=[C:25]([N:1]4[CH2:6][CH2:5][CH2:4][CH2:3][CH2:2]4)[CH:24]=[CH:23][C:22]=3[N+:28]([O-:30])=[O:29])[CH:18]=2)=[O:12])[CH2:9][CH2:8]1. Given the reactants [NH:1]1[CH2:6][CH2:5][CH2:4][CH2:3][CH2:2]1.[CH:7]1([NH:10][C:11]([C:13]2[CH:14]=[CH:15][C:16]([CH3:32])=[C:17]([NH:19][C:20](=[O:31])[C:21]3[CH:26]=[C:25](F)[CH:24]=[CH:23][C:22]=3[N+:28]([O-:30])=[O:29])[CH:18]=2)=[O:12])[CH2:9][CH2:8]1, predict the reaction product. (3) Given the reactants [CH3:1][C:2]1[C:7]([N+:8]([O-:10])=[O:9])=[CH:6][CH:5]=[CH:4][N:3]=1.[Se](=O)=[O:12], predict the reaction product. The product is: [CH:1]([C:2]1[C:7]([N+:8]([O-:10])=[O:9])=[CH:6][CH:5]=[CH:4][N:3]=1)=[O:12]. (4) Given the reactants CN(C)/[CH:3]=[CH:4]/[C:5]1[C:10]([N+:11]([O-])=O)=[CH:9][N:8]=[C:7](/[N:14]=[CH:15]/[N:16]([CH3:18])[CH3:17])[CH:6]=1, predict the reaction product. The product is: [CH3:17][N:16]([CH3:18])/[CH:15]=[N:14]/[C:7]1[CH:6]=[C:5]2[CH:4]=[CH:3][NH:11][C:10]2=[CH:9][N:8]=1.